From a dataset of Full USPTO retrosynthesis dataset with 1.9M reactions from patents (1976-2016). Predict the reactants needed to synthesize the given product. (1) Given the product [F:11][C:7]1[CH:6]=[C:4]([N:5]=[C:14]=[O:15])[C:3]([O:12][CH3:13])=[C:2]([F:1])[C:8]=1[O:9][CH3:10], predict the reactants needed to synthesize it. The reactants are: [F:1][C:2]1[C:3]([O:12][CH3:13])=[C:4]([CH:6]=[C:7]([F:11])[C:8]=1[O:9][CH3:10])[NH2:5].[C:14](Cl)(Cl)=[O:15]. (2) Given the product [CH:32]1([CH2:35][NH:36][C:3]([C:4]2[CH:10]=[C:11]([C:13]3[CH:18]=[C:17]([O:19][CH3:20])[CH:16]=[CH:15][C:14]=3[O:21][CH3:22])[N:31]([CH2:23][CH2:24][C:25]3[CH:30]=[CH:29][CH:28]=[CH:27][CH:26]=3)[C:5]=2[CH3:6])=[O:2])[CH2:34][CH2:33]1, predict the reactants needed to synthesize it. The reactants are: C[O:2][C:3](=O)[CH2:4][C:5](=O)[CH3:6].Br[CH2:10][C:11]([C:13]1[CH:18]=[C:17]([O:19][CH3:20])[CH:16]=[CH:15][C:14]=1[O:21][CH3:22])=O.[CH2:23]([NH2:31])[CH2:24][C:25]1[CH:30]=[CH:29][CH:28]=[CH:27][CH:26]=1.[CH:32]1([CH2:35][NH2:36])[CH2:34][CH2:33]1.